The task is: Regression. Given two drug SMILES strings and cell line genomic features, predict the synergy score measuring deviation from expected non-interaction effect.. This data is from NCI-60 drug combinations with 297,098 pairs across 59 cell lines. Drug 1: CCC1=C2CN3C(=CC4=C(C3=O)COC(=O)C4(CC)O)C2=NC5=C1C=C(C=C5)O. Drug 2: CC(C)NC(=O)C1=CC=C(C=C1)CNNC.Cl. Cell line: HS 578T. Synergy scores: CSS=24.6, Synergy_ZIP=-1.26, Synergy_Bliss=2.64, Synergy_Loewe=-72.9, Synergy_HSA=1.64.